Dataset: Reaction yield outcomes from USPTO patents with 853,638 reactions. Task: Predict the reaction yield, written as a fraction of the theoretical maximum amount of product (1.0 means a 100% yield; for example, 0.34 means a 34% yield). (1) The reactants are [CH3:1][C:2]1[CH:10]=[CH:9][CH:8]=[C:7]2[C:3]=1[CH2:4][C:5](=[O:11])[NH:6]2.[Cl:12]N1C(=O)CCC1=O.FC(F)(F)C(O)=O. The catalyst is C(#N)C. The product is [Cl:12][C:10]1[C:2]([CH3:1])=[C:3]2[C:7](=[CH:8][CH:9]=1)[NH:6][C:5](=[O:11])[CH2:4]2. The yield is 0.680. (2) The product is [ClH:13].[NH2:1][C@H:2]1[CH2:7][CH2:6][C@H:5]([C:8]([O:10][CH3:15])=[O:9])[CH2:4][CH2:3]1. The reactants are [NH2:1][C@H:2]1[CH2:7][CH2:6][C@H:5]([C:8]([OH:10])=[O:9])[CH2:4][CH2:3]1.O=S(Cl)[Cl:13].[CH3:15]O. No catalyst specified. The yield is 0.961. (3) The reactants are [NH2:1][C:2]1[CH:7]=[C:6]([CH2:8][O:9][C:10]2[C:19]3[C:14](=[CH:15][CH:16]=[CH:17][CH:18]=3)[C:13]([N+:20]([O-])=O)=[CH:12][CH:11]=2)[CH:5]=[CH:4][N:3]=1.[H][H]. The catalyst is CO.CC(O)=O.[Pt]. The product is [NH2:1][C:2]1[CH:7]=[C:6]([CH2:8][O:9][C:10]2[C:19]3[C:14](=[CH:15][CH:16]=[CH:17][CH:18]=3)[C:13]([NH2:20])=[CH:12][CH:11]=2)[CH:5]=[CH:4][N:3]=1. The yield is 0.940. (4) The product is [CH2:1]([O:8][C:9]1[CH:14]=[CH:13][C:12]([NH:15][C:16]2[C:17]3[CH:25]=[C:24]([C:35]4[O:36][C:32]([CH:28]=[O:27])=[CH:33][CH:34]=4)[N:23]=[CH:22][C:18]=3[N:19]=[CH:20][N:21]=2)=[CH:11][CH:10]=1)[C:2]1[CH:7]=[CH:6][CH:5]=[CH:4][CH:3]=1. The yield is 0.520. The reactants are [CH2:1]([O:8][C:9]1[CH:14]=[CH:13][C:12]([NH:15][C:16]2[C:17]3[CH:25]=[C:24](Cl)[N:23]=[CH:22][C:18]=3[N:19]=[CH:20][N:21]=2)=[CH:11][CH:10]=1)[C:2]1[CH:7]=[CH:6][CH:5]=[CH:4][CH:3]=1.[O:27]1CCO[CH:28]1[C:32]1[O:36][C:35]([Sn](CCCC)(CCCC)CCCC)=[CH:34][CH:33]=1. The catalyst is Cl. (5) The reactants are OO.[CH:3]([OH:5])=O.[C:6]1([C:11]2[CH:16]=[CH:15][CH:14]=[CH:13][CH:12]=2)C[CH2:9][CH2:8][CH:7]=1. No catalyst specified. The product is [C:11]1([CH:6]2[CH2:7][CH2:8][CH2:9][C:3]2=[O:5])[CH:16]=[CH:15][CH:14]=[CH:13][CH:12]=1. The yield is 0.840. (6) The reactants are [N:1]1[N:2]=[C:3]([C:10]2[CH:19]=[CH:18][C:17]3[C:12](=[C:13]([O:20][C@H:21]4[C@H:27]([F:28])[CH2:26][CH2:25][NH:24][CH2:23][CH2:22]4)[CH:14]=[CH:15][CH:16]=3)[N:11]=2)[N:4]2[CH:9]=[CH:8][CH:7]=[CH:6][C:5]=12.[C:29]([O-])([O-])=O.[Na+].[Na+].C(O)=O.C=O. The catalyst is C(Cl)Cl. The product is [N:1]1[N:2]=[C:3]([C:10]2[CH:19]=[CH:18][C:17]3[C:12](=[C:13]([O:20][C@H:21]4[C@H:27]([F:28])[CH2:26][CH2:25][N:24]([CH3:29])[CH2:23][CH2:22]4)[CH:14]=[CH:15][CH:16]=3)[N:11]=2)[N:4]2[CH:9]=[CH:8][CH:7]=[CH:6][C:5]=12. The yield is 0.550. (7) The reactants are [N:1]1[CH:6]=[CH:5][CH:4]=[C:3]([NH:7][C:8](=[O:15])OCC(Cl)(Cl)Cl)[CH:2]=1.[F:16][C:17]1[CH:22]=[C:21]([F:23])[CH:20]=[CH:19][C:18]=1[C:24]1[CH:29]=[C:28]([N:30]2[CH2:35][CH2:34][NH:33][CH2:32][CH2:31]2)[CH:27]=[CH:26][N:25]=1. No catalyst specified. The product is [F:16][C:17]1[CH:22]=[C:21]([F:23])[CH:20]=[CH:19][C:18]=1[C:24]1[CH:29]=[C:28]([N:30]2[CH2:31][CH2:32][N:33]([C:8]([NH:7][C:3]3[CH:2]=[N:1][CH:6]=[CH:5][CH:4]=3)=[O:15])[CH2:34][CH2:35]2)[CH:27]=[CH:26][N:25]=1. The yield is 0.490.